This data is from Reaction yield outcomes from USPTO patents with 853,638 reactions. The task is: Predict the reaction yield, written as a fraction of the theoretical maximum amount of product (1.0 means a 100% yield; for example, 0.34 means a 34% yield). (1) The reactants are [C:1]([NH:6][C:7]1[C:16]([N+:17]([O-])=O)=[CH:15][CH:14]=[CH:13][C:8]=1[C:9]([O:11][CH3:12])=[O:10])(=[O:5])[CH2:2][CH2:3][CH3:4]. The product is [NH2:17][C:16]1[C:7]([NH:6][C:1](=[O:5])[CH2:2][CH2:3][CH3:4])=[C:8]([CH:13]=[CH:14][CH:15]=1)[C:9]([O:11][CH3:12])=[O:10]. The catalyst is CO.[C].[Pd]. The yield is 1.00. (2) The reactants are [F:1][C:2]1[CH:7]=[C:6]([I:8])[CH:5]=[CH:4][C:3]=1[NH:9][C:10]1[C:15]([N+:16]([O-:18])=[O:17])=[C:14](F)[CH:13]=[C:12]([F:20])[C:11]=1[F:21].C[O-].[Na+].[C:25](OCC)(=[O:27])C. The catalyst is C1COCC1. The product is [F:1][C:2]1[CH:7]=[C:6]([I:8])[CH:5]=[CH:4][C:3]=1[NH:9][C:10]1[C:15]([N+:16]([O-:18])=[O:17])=[C:14]([O:27][CH3:25])[CH:13]=[C:12]([F:20])[C:11]=1[F:21]. The yield is 0.476. (3) The reactants are [OH:1][C:2]1[CH:7]=[CH:6][C:5]([NH:8][C:9](=[O:11])[CH3:10])=[CH:4][CH:3]=1.[C:12]([O:16][C:17]([N:19]1[CH2:24][CH2:23][CH:22]([N:25]2[C:29]3=[N:30][CH:31]=[N:32][C:33](Cl)=[C:28]3[CH:27]=[N:26]2)[CH2:21][CH2:20]1)=[O:18])([CH3:15])([CH3:14])[CH3:13].C(=O)([O-])[O-].[K+].[K+].C(=O)([O-])[O-].[Na+].[Na+]. The catalyst is CN(C)C=O. The product is [C:12]([O:16][C:17]([N:19]1[CH2:20][CH2:21][CH:22]([N:25]2[C:29]3=[N:30][CH:31]=[N:32][C:33]([O:1][C:2]4[CH:3]=[CH:4][C:5]([NH:8][C:9](=[O:11])[CH3:10])=[CH:6][CH:7]=4)=[C:28]3[CH:27]=[N:26]2)[CH2:23][CH2:24]1)=[O:18])([CH3:15])([CH3:13])[CH3:14]. The yield is 0.350.